Dataset: Aqueous solubility values for 9,982 compounds from the AqSolDB database. Task: Regression/Classification. Given a drug SMILES string, predict its absorption, distribution, metabolism, or excretion properties. Task type varies by dataset: regression for continuous measurements (e.g., permeability, clearance, half-life) or binary classification for categorical outcomes (e.g., BBB penetration, CYP inhibition). For this dataset (solubility_aqsoldb), we predict Y. (1) The molecule is O=C(O)C(=O)O.O=C(O)C(=O)O.[K]. The Y is -0.307 log mol/L. (2) The compound is C#CC(C)(C)N. The Y is 1.03 log mol/L. (3) The Y is -1.49 log mol/L. The drug is N[C@@H](CS/C(Cl)=C/Cl)C(=O)O. (4) The compound is CNC(=O)Oc1cc(C)c(SC)c(C)c1. The Y is -3.92 log mol/L. (5) The Y is -1.18 log mol/L. The molecule is O=C(C(Cl)(Cl)Cl)C(Cl)(Cl)Cl. (6) The compound is O=[N+]([O-])c1cc(CCO)ccc1O. The Y is -1.16 log mol/L.